This data is from Experimentally validated miRNA-target interactions with 360,000+ pairs, plus equal number of negative samples. The task is: Binary Classification. Given a miRNA mature sequence and a target amino acid sequence, predict their likelihood of interaction. (1) The miRNA is hsa-miR-6746-5p with sequence CCGGGAGAAGGAGGUGGCCUGG. The protein sequence of the target gene is MSSHKTFTIKRFLAKKQKQNRPIPQWIQMKPGSKIRYNSKRRHWRRTKLGL. Result: 0 (no interaction). (2) Result: 0 (no interaction). The miRNA is hsa-miR-6758-5p with sequence UAGAGAGGGGAAGGAUGUGAUGU. The protein sequence of the target gene is MIPRKRYGSKNTDQGVYLGLSKTQVLSPATAGSSSSDIAPLPPPVTLVPPPPDTMSCRDRTQEFLSACKSLQTRQNGIQTNKPALRAVRQRSEFTLMAKRIGKDLSNTFAKLEKLTILAKRKSLFDDKAVEIEELTYIIKQDINSLNKQIAQLQDFVRAKGSQSGRHLQTHSNTIVVSLQSKLASMSNDFKSVLEVRTENLKQQRSRREQFSRAPVSALPLAPNHLGGGAVVLGAESHASKDVAIDMMDSRTSQQLQLIDEQDSYIQSRADTMQNIESTIVELGSIFQQLAHMVKEQEET.... (3) The miRNA is rno-miR-324-5p with sequence CGCAUCCCCUAGGGCAUUGGUGU. The protein sequence of the target gene is MKLTSEKLPKNPFYASVSQYAAKNQKFFQWKKEKTDYTHANLVDKALQLLKERILKGDTLAYFLRGQLYFEEGWYEEALEQFEEIKEKDHQATYQLGVMYYDGLGTTLDAEKGVDYMKKILDSPCPKARHLKFAAAYNLGRAYYEGKGVKRSNEEAERLWLIAADNGNPKASVKAQSMLGLYYSTKEPKELEKAFYWHSEACGNGNLESQGALGLMYLYGQGIRQDTEAALQCLREAAERGNVYAQGNLVEYYYKMKFFTKCVAFSKRIADYDEVHDIPMIAQVTDCLPEFIGRGMAMAS.... Result: 0 (no interaction). (4) The miRNA is mmu-miR-3970 with sequence GAGGUUGUAGUUUGUGCUUU. The protein sequence of the target gene is MIIQRVVLNSRPGKNGNPVAENFRVEEFSLPDALNEGQVQVRTLYLSVDPYMRCKMNEDTGTDYLAPWQLAQVADGGGIGVVEESKHQKLTKGDFVTSFYWPWQTKAILDGNGLEKVDPQLVDGHLSYFLGAIGMPGLTSLIGVQEKGHISAGSNQTMVVSGAAGACGSLAGQIGHLLGCSRVVGICGTQEKCLFLTSELGFDAAVNYKTGNVAEQLREACPGGVDVYFDNVGGDISNAVISQMNENSHIILCGQISQYSNDVPYPPPLPPAVEAIRKERNITRERFTVLNYKDKFEPGI.... Result: 0 (no interaction). (5) The miRNA is hsa-miR-942-5p with sequence UCUUCUCUGUUUUGGCCAUGUG. The protein sequence of the target gene is MAPMHEEDCKLEASAVSDSGSFAASRARREKKSKKGRQEALERLKKAKAGEKYKYEVEDLTSVYEEVDEEQYSKLVQARQDDDWIVDDDGIGYVEDGREIFDDDLEDDALDTCGKGSDGKAHRKDRKDVKKPSVTKPNNIKAMFIASAGKKTTDKAVDLSKDDLLGDILQDLNTETAQITPPPVLIPKKKRSTGALLNPFSVHTPKAIPSGKPASPVLRNEPLLTPIPLKRAELAGELAQPECPEDEQELGVMEFEDGDFDESMDTEKVDEKPVTAKTWDQETEPVERVEHEADPERGTT.... Result: 0 (no interaction). (6) The miRNA is hsa-miR-342-3p with sequence UCUCACACAGAAAUCGCACCCGU. The protein sequence of the target gene is MTDPMMDFFDDANLFGETLEGLSDDAFVQPGPVSLVDELNLGAEFEPLHIDSLNHVQGTPTHQKMTDFEQLNQFDSIKFHHVNQSFGSPAEHVLSPHSQFNCSPIHPQNQPNGLFPDVSDGSPMWGHQTATTISNQNGSPFHQQGHSHSMHQNKSFVAHHDFALFQANEQQTQCTSLRSQQNRNNLNPGQNSLSQSKNFMNVSGPHRVNVNHPPQMTNASNSQQSISMQQFSQTSNPSAHFHKCSSHQEGNFNGPSPNMTSCSVSNSQQFSSHYSFSSNHISPNSLLQSSAVLASNHTNQ.... Result: 1 (interaction). (7) The miRNA is hsa-miR-627-3p with sequence UCUUUUCUUUGAGACUCACU. The protein sequence of the target gene is MSRSGDRTSTFDPSHSDNLLHGLNLLWRKQLFCDVTLTAQGQQFHCHKAVLASCSQYFRSLFSSHPPLGGGVGGQDGLGAPKDQQQPPQQQPSQQQQPPPQEEPGTPSSSPDDKLLTSPRAINNLVLQGCSSIGLRLVLEYLYTANVTLSLDTVEEVLSVSKILHIPQVTKLCVQFLNDQISVQNYKQVCKIAALHGLEETKKLANKYLVEDVLLLNFEEMRALLDSLPPPVESELALFQMSVLWLEHDRETRMQYAPDLMKRLRFALIPAPELVERVQSVDFMRTDPVCQKLLLDAMNY.... Result: 1 (interaction).